Dataset: Reaction yield outcomes from USPTO patents with 853,638 reactions. Task: Predict the reaction yield, written as a fraction of the theoretical maximum amount of product (1.0 means a 100% yield; for example, 0.34 means a 34% yield). (1) The reactants are [CH2:1]([C:4]1[S:31][C:7]2[N:8]=[C:9]([N:25]3[CH2:29][CH2:28][C@H:27]([NH2:30])[CH2:26]3)[N:10]=[C:11]([N:12]3[CH2:17][CH2:16][N:15]4[C:18]([C:21]([F:24])([F:23])[F:22])=[N:19][N:20]=[C:14]4[CH2:13]3)[C:6]=2[CH:5]=1)[CH2:2][CH3:3].[C:32](O)(=[O:35])[CH2:33][OH:34].C(Cl)CCl.C1C=CC2N(O)N=NC=2C=1.C(N(C(C)C)CC)(C)C. The catalyst is CN(C)C=O. The product is [OH:35][CH2:32][C:33]([NH:30][C@H:27]1[CH2:28][CH2:29][N:25]([C:9]2[N:10]=[C:11]([N:12]3[CH2:17][CH2:16][N:15]4[C:18]([C:21]([F:22])([F:23])[F:24])=[N:19][N:20]=[C:14]4[CH2:13]3)[C:6]3[CH:5]=[C:4]([CH2:1][CH2:2][CH3:3])[S:31][C:7]=3[N:8]=2)[CH2:26]1)=[O:34]. The yield is 0.760. (2) The reactants are [CH:1]([C:3]1[CH:8]=[CH:7][N:6]=[CH:5][CH:4]=1)=[CH2:2].Br[C:10]1[CH:15]=[CH:14][CH:13]=[C:12]([N+:16]([O-:18])=[O:17])[CH:11]=1.CC([O-])=O.[Na+].C1C=CC(P(C2C=CC=CC=2)C2C=CC=CC=2)=CC=1. The catalyst is CN(C)C=O.CC([O-])=O.CC([O-])=O.[Pd+2]. The product is [N+:16]([C:12]1[CH:11]=[C:10](/[CH:2]=[CH:1]/[C:3]2[CH:8]=[CH:7][N:6]=[CH:5][CH:4]=2)[CH:15]=[CH:14][CH:13]=1)([O-:18])=[O:17]. The yield is 0.650.